This data is from Catalyst prediction with 721,799 reactions and 888 catalyst types from USPTO. The task is: Predict which catalyst facilitates the given reaction. (1) Reactant: [CH:1]1([C:7]2[N:11]3[C:12]4[C:17]([NH:18][C:19](=[O:20])[C:10]3=[CH:9][N:8]=2)=[CH:16][C:15]([C:21]([O:23]CC)=[O:22])=[CH:14][CH:13]=4)[CH2:6][CH2:5][CH2:4][CH2:3][CH2:2]1.[OH-].[Na+].Cl. Product: [CH:1]1([C:7]2[N:11]3[C:12]4[C:17]([NH:18][C:19](=[O:20])[C:10]3=[CH:9][N:8]=2)=[CH:16][C:15]([C:21]([OH:23])=[O:22])=[CH:14][CH:13]=4)[CH2:2][CH2:3][CH2:4][CH2:5][CH2:6]1. The catalyst class is: 8. (2) Reactant: [I-].[K+].[Cl-].[CH3:4][S+](C)(C)=O.[H-].[Na+].[CH3:11][O:12][C:13]1[CH:14]=[C:15]2[C:20](=[CH:21][CH:22]=1)[N:19]([CH3:23])[C:18](=[O:24])[CH:17]=[CH:16]2. Product: [CH3:11][O:12][C:13]1[CH:14]=[C:15]2[C:20]([N:19]([CH3:23])[C:18](=[O:24])[CH:17]3[CH2:4][CH:16]32)=[CH:21][CH:22]=1. The catalyst class is: 16. (3) Reactant: [F:1][C:2]1[CH:3]=[C:4]([N:9]2[CH2:13][C@H:12]([CH2:14][N:15]3[CH:19]=[C:18]([Si](C)(C)C)[N:17]=[N:16]3)[O:11][C:10]2=[O:24])[CH:5]=[CH:6][C:7]=1[I:8].[F-].C([N+](CCCC)(CCCC)CCCC)CCC.C1COCC1. Product: [F:1][C:2]1[CH:3]=[C:4]([N:9]2[CH2:13][C@H:12]([CH2:14][N:15]3[CH:19]=[CH:18][N:17]=[N:16]3)[O:11][C:10]2=[O:24])[CH:5]=[CH:6][C:7]=1[I:8]. The catalyst class is: 15.